This data is from Forward reaction prediction with 1.9M reactions from USPTO patents (1976-2016). The task is: Predict the product of the given reaction. (1) Given the reactants Cl[C:2]1[N:11]=[C:10]([NH2:12])[C:9]2[C:4](=[CH:5][CH:6]=[CH:7][CH:8]=2)[N:3]=1.[O:13]([NH2:15])[CH3:14], predict the reaction product. The product is: [CH3:14][O:13][NH:15][C:2]1[N:11]=[C:10]([NH2:12])[C:9]2[C:4](=[CH:5][CH:6]=[CH:7][CH:8]=2)[N:3]=1. (2) Given the reactants [NH2:1][C:2]1[CH:3]=[C:4]([CH:17]=[CH:18][C:19]=1[F:20])[CH2:5][C:6]1[C:15]2[C:10](=[CH:11][CH:12]=[CH:13][CH:14]=2)[C:9](=[O:16])[NH:8][N:7]=1.[CH2:21]([CH:27]1[CH2:31][C:30](=[O:32])[O:29][C:28]1=[O:33])[CH:22]=[CH:23][CH2:24][CH2:25][CH3:26], predict the reaction product. The product is: [F:20][C:19]1[CH:18]=[CH:17][C:4]([CH2:5][C:6]2[C:15]3[C:10](=[CH:11][CH:12]=[CH:13][CH:14]=3)[C:9](=[O:16])[NH:8][N:7]=2)=[CH:3][C:2]=1[NH:1][C:30]([CH2:31][CH:27]([CH2:21][CH:22]=[CH:23][CH2:24][CH2:25][CH3:26])[C:28]([OH:33])=[O:29])=[O:32].